From a dataset of Reaction yield outcomes from USPTO patents with 853,638 reactions. Predict the reaction yield, written as a fraction of the theoretical maximum amount of product (1.0 means a 100% yield; for example, 0.34 means a 34% yield). (1) The product is [C:13]1([CH3:12])[CH:18]=[CH:17][C:16]([NH:19][CH:2]2[N:7]([N+:8]([O-:10])=[O:9])[CH:6]=[CH:5][C:4]([NH:22][C:26]3[CH:27]=[CH:18][C:13]([CH3:14])=[CH:12][CH:28]=3)=[N:3]2)=[CH:15][CH:14]=1. The reactants are Cl[CH:2]1[N:7]([N+:8]([O-:10])=[O:9])[CH:6]=[CH:5][C:4](Cl)=[N:3]1.[CH3:12][C:13]1[CH:14]=[CH:15][C:16]([NH2:19])=[CH:17][CH:18]=1.CC[N:22]([CH:26]([CH3:28])[CH3:27])C(C)C. The yield is 0.950. The catalyst is O1CCOCC1. (2) The reactants are [CH:1]([Mg]Br)([CH3:3])[CH3:2].[C:6]([O:16][CH3:17])(=[O:15])/[CH:7]=[CH:8]/[CH2:9][CH2:10][C:11]([O:13]C)=O. The catalyst is C1COCC1. The product is [CH:1]([CH:8]1[CH2:9][CH2:10][C:11](=[O:13])[CH:7]1[C:6]([O:16][CH3:17])=[O:15])([CH3:3])[CH3:2]. The yield is 1.00. (3) The reactants are [CH3:1][O:2][C:3]1[CH:4]=[C:5]2[C:10](=[CH:11][C:12]=1[O:13][CH3:14])[N:9]=[CH:8][CH:7]=[C:6]2[O:15][C:16]1[CH:22]=[CH:21][C:19]([NH2:20])=[CH:18][CH:17]=1.[C:23]1([CH3:29])[CH:28]=[CH:27][CH:26]=[CH:25][CH:24]=1.C(N(CC)CC)C.Cl[C:38](Cl)([O:40][C:41](=O)OC(Cl)(Cl)Cl)Cl.CC1C=CC(C[SH:55])=CC=1. The catalyst is C(Cl)Cl. The product is [CH3:1][O:2][C:3]1[CH:4]=[C:5]2[C:10](=[CH:11][C:12]=1[O:13][CH3:14])[N:9]=[CH:8][CH:7]=[C:6]2[O:15][C:16]1[CH:22]=[CH:21][C:19]([NH:20][C:38](=[S:55])[O:40][CH2:41][C:26]2[CH:27]=[CH:28][C:23]([CH3:29])=[CH:24][CH:25]=2)=[CH:18][CH:17]=1. The yield is 0.650. (4) The reactants are [F:1][C:2]1[C:7]([F:8])=[CH:6][CH:5]=[C:4]([F:9])[N:3]=1.[N+:10]([O-])([OH:12])=[O:11].S(=O)(=O)(O)O. No catalyst specified. The product is [F:1][C:2]1[C:7]([F:8])=[CH:6][C:5]([N+:10]([O-:12])=[O:11])=[C:4]([F:9])[N:3]=1. The yield is 0.570. (5) The reactants are [C:1]1([C:7]2[N:11]=[C:10]([N:12]3[CH2:17][CH2:16][NH:15][CH2:14][CH2:13]3)[S:9][N:8]=2)[CH:6]=[CH:5][CH:4]=[CH:3][CH:2]=1.C(N(CC)CC)C.[CH3:25][O:26][C:27](=[O:37])[C:28]1[CH:33]=[CH:32][CH:31]=[CH:30][C:29]=1[N:34]=[C:35]=[O:36]. The catalyst is O1CCCC1. The product is [C:1]1([C:7]2[N:11]=[C:10]([N:12]3[CH2:17][CH2:16][N:15]([C:35]([NH:34][C:29]4[CH:30]=[CH:31][CH:32]=[CH:33][C:28]=4[C:27]([O:26][CH3:25])=[O:37])=[O:36])[CH2:14][CH2:13]3)[S:9][N:8]=2)[CH:2]=[CH:3][CH:4]=[CH:5][CH:6]=1. The yield is 0.695.